This data is from Retrosynthesis with 50K atom-mapped reactions and 10 reaction types from USPTO. The task is: Predict the reactants needed to synthesize the given product. (1) Given the product c1cnc2c(c1)CC[C@H]1CCCN(Cc3cn4c(N5CCOCC5)cccc4n3)[C@@H]21, predict the reactants needed to synthesize it. The reactants are: C1COCCN1.Fc1cccc2nc(CN3CCC[C@@H]4CCc5cccnc5[C@@H]43)cn12. (2) Given the product CCOC(=O)CNC(=O)CS(=O)(=O)Nc1ccc(F)c(C(F)(F)F)c1, predict the reactants needed to synthesize it. The reactants are: CCOC(=O)CN.O=C(O)CS(=O)(=O)Nc1ccc(F)c(C(F)(F)F)c1. (3) Given the product CN1CCC(C(=O)NC2CCN(Cc3ccc4ncn(-c5nc(-c6cccc(Cl)c6)c(C(N)=O)s5)c4c3)CC2)CC1, predict the reactants needed to synthesize it. The reactants are: CN1CCC(C(=O)O)CC1.NC(=O)c1sc(-n2cnc3ccc(CN4CCC(N)CC4)cc32)nc1-c1cccc(Cl)c1. (4) Given the product Oc1ccc2c3c(ccc2c1)-c1cc(F)cc(F)c1OC3c1ccc(OCCN2CCCCC2)cc1, predict the reactants needed to synthesize it. The reactants are: Oc1ccc2c(C(O)c3ccc(OCCN4CCCCC4)cc3)c(-c3cc(F)cc(F)c3F)ccc2c1. (5) Given the product C=C[C@@]12CCc3cc(O[Si](C)(C)C(C)(C)C)ccc3[C@H]1CC[C@]1(C)[C@@H](O)CC[C@H]12, predict the reactants needed to synthesize it. The reactants are: C=C[C@@]12CCc3cc(O[Si](C)(C)C(C)(C)C)ccc3[C@H]1CC[C@]1(C)[C@@H](O[Si](C)(C)C(C)(C)C)CC[C@H]12.